From a dataset of Full USPTO retrosynthesis dataset with 1.9M reactions from patents (1976-2016). Predict the reactants needed to synthesize the given product. (1) Given the product [CH3:1][C:2]1[C:3]([C:7](=[N:14][O:15][CH2:16][C:17]2[N:22]=[C:21]([NH:23][C:30](=[O:36])[O:31][CH2:32][C:33]#[C:34][CH3:35])[CH:20]=[CH:19][CH:18]=2)[C:8]2[CH:9]=[CH:10][CH:11]=[CH:12][CH:13]=2)=[N:4][S:5][N:6]=1, predict the reactants needed to synthesize it. The reactants are: [CH3:1][C:2]1[C:3](/[C:7](=[N:14]\[O:15][CH2:16][C:17]2[N:22]=[C:21]([NH2:23])[CH:20]=[CH:19][CH:18]=2)/[C:8]2[CH:13]=[CH:12][CH:11]=[CH:10][CH:9]=2)=[N:4][S:5][N:6]=1.N1C=CC=CC=1.[C:30](Cl)(=[O:36])[O:31][CH2:32][C:33]#[C:34][CH3:35]. (2) Given the product [Cl:1][C:2]1[CH:7]=[CH:6][C:5]([C:8]2[C:12]([C:13]3[CH:18]=[CH:17][N:16]=[C:15]([NH:19][C:20]4[CH:21]=[CH:22][C:23]([CH2:26][N:27]5[CH2:28][CH2:29][N:30]([CH3:33])[CH2:31][CH2:32]5)=[CH:24][CH:25]=4)[N:14]=3)=[CH:11][N:10]([CH2:37][CH2:36][N:35]([CH3:39])[CH3:34])[N:9]=2)=[CH:4][CH:3]=1, predict the reactants needed to synthesize it. The reactants are: [Cl:1][C:2]1[CH:7]=[CH:6][C:5]([C:8]2[C:12]([C:13]3[CH:18]=[CH:17][N:16]=[C:15]([NH:19][C:20]4[CH:25]=[CH:24][C:23]([CH2:26][N:27]5[CH2:32][CH2:31][N:30]([CH3:33])[CH2:29][CH2:28]5)=[CH:22][CH:21]=4)[N:14]=3)=[CH:11][NH:10][N:9]=2)=[CH:4][CH:3]=1.[CH3:34][N:35]([CH3:39])[CH2:36][CH2:37]O. (3) The reactants are: [C:1]1([NH:7][C:8]2C=N[C:11]3[C:16]([CH:17]=2)=[CH:15][CH:14]=[CH:13][CH:12]=3)[CH:6]=[CH:5][CH:4]=[CH:3][CH:2]=1.[I:18][CH2:19][CH2:20][CH2:21][CH2:22][CH2:23][C:24]1[CH:29]=[CH:28][CH:27]=[CH:26][CH:25]=1.[C:30]1(C)C=CC=CC=1. Given the product [I-:18].[CH:24]1([CH2:23][CH2:22][CH2:21][CH2:20][CH2:19][N+:17]2[C:16]3[C:11](=[CH:12][CH:13]=[CH:14][CH:15]=3)[CH:30]=[C:7]([C:1]3[CH:6]=[CH:5][CH:4]=[CH:3][CH:2]=3)[CH:8]=2)[CH2:29][CH2:28][CH2:27][CH2:26][CH2:25]1, predict the reactants needed to synthesize it. (4) Given the product [NH2:26][C:22]1[O:12][C:7]2[C:8]([CH:20]([C:16]3[CH:17]=[N:18][CH:19]=[C:14]([CH3:13])[CH:15]=3)[C:23]=1[C:24]#[N:25])=[CH:9][CH:10]=[C:11]1[N:3]([CH2:2][OH:1])[CH:4]=[CH:5][C:6]=21, predict the reactants needed to synthesize it. The reactants are: [OH:1][CH2:2][N:3]1[C:11]2[C:6](=[C:7]([OH:12])[CH:8]=[CH:9][CH:10]=2)[CH:5]=[CH:4]1.[CH3:13][C:14]1[CH:15]=[C:16]([CH:20]=O)[CH:17]=[N:18][CH:19]=1.[C:22](#[N:26])[CH2:23][C:24]#[N:25].N1CCCCC1. (5) Given the product [ClH:10].[F:1][C:2]1[CH:3]=[N:4][N:5]([C:8]([NH2:9])=[NH:7])[CH:6]=1, predict the reactants needed to synthesize it. The reactants are: [F:1][C:2]1[CH:3]=[N:4][NH:5][CH:6]=1.[N:7]#[C:8][NH2:9].[ClH:10].